This data is from Catalyst prediction with 721,799 reactions and 888 catalyst types from USPTO. The task is: Predict which catalyst facilitates the given reaction. (1) The catalyst class is: 10. Product: [O:38]1[CH2:37][CH2:36][N:35]([C:30]2[CH:29]=[C:28]([C:22]3[CH:21]=[CH:20][CH:19]=[C:18]4[C:23]=3[S:24][C:25]3[CH:26]=[CH:27][C:14]([NH:13][CH:11]([CH3:12])[CH:10]=[O:9])=[CH:15][C:16]=3[S:17]4)[NH:33][C:32](=[O:34])[CH:31]=2)[CH2:40][CH2:39]1. Reactant: O.F[B-](F)(F)F.[Li+].C[O:9][CH:10](OC)[CH:11]([NH:13][C:14]1[CH:15]=[C:16]2[C:25](=[CH:26][CH:27]=1)[S:24][C:23]1[C:22]([C:28]3[NH:33][C:32](=[O:34])[CH:31]=[C:30]([N:35]4[CH2:40][CH2:39][O:38][CH2:37][CH2:36]4)[CH:29]=3)=[CH:21][CH:20]=[CH:19][C:18]=1[S:17]2)[CH3:12].[Cl-].[Na+]. (2) Reactant: [C:1]([C:3]1[C:4]([N:20]2[CH2:25][CH2:24][N:23](C(OC(C)(C)C)=O)[C@H:22]([CH:33]3[CH2:35][CH2:34]3)[CH2:21]2)=[N:5][C:6]([CH:17]2[CH2:19][CH2:18]2)=[C:7]([C:9]2[N:10]=[N:11][CH:12]=[C:13]([CH:15]=[CH2:16])[CH:14]=2)[CH:8]=1)#[N:2]. The catalyst class is: 67. Product: [CH:17]1([C:6]2[C:7]([C:9]3[N:10]=[N:11][CH:12]=[C:13]([CH:15]=[CH2:16])[CH:14]=3)=[CH:8][C:3]([C:1]#[N:2])=[C:4]([N:20]3[CH2:25][CH2:24][NH:23][C@H:22]([CH:33]4[CH2:35][CH2:34]4)[CH2:21]3)[N:5]=2)[CH2:18][CH2:19]1. (3) Reactant: [O:1]([C:8]1[CH:9]=[C:10]([CH:28]=[CH:29][CH:30]=1)[CH2:11][N:12]1[CH2:17][CH2:16][CH:15]([N:18]2[C:22]3[CH:23]=[CH:24][CH:25]=[CH:26][C:21]=3[NH:20][C:19]2=O)[CH2:14][CH2:13]1)[C:2]1[CH:7]=[CH:6][CH:5]=[CH:4][CH:3]=1.COC1C=CC(P2(SP(C3C=CC(OC)=CC=3)(=S)S2)=[S:40])=CC=1. Product: [O:1]([C:8]1[CH:9]=[C:10]([CH:28]=[CH:29][CH:30]=1)[CH2:11][N:12]1[CH2:17][CH2:16][CH:15]([N:18]2[C:22]3[CH:23]=[CH:24][CH:25]=[CH:26][C:21]=3[NH:20][C:19]2=[S:40])[CH2:14][CH2:13]1)[C:2]1[CH:7]=[CH:6][CH:5]=[CH:4][CH:3]=1. The catalyst class is: 11. (4) Reactant: [CH3:1][C:2]1[C:3](=[O:9])[NH:4][C:5](=[O:8])[NH:6][CH:7]=1.[CH3:10][Si](N[Si](C)(C)C)(C)C.Cl[Si](C)(C)C.CI. Product: [CH3:10][N:6]1[CH:7]=[C:2]([CH3:1])[C:3](=[O:9])[NH:4][C:5]1=[O:8]. The catalyst class is: 15. (5) Reactant: [Cl:1][C:2]1[CH:8]=[CH:7][C:5]([NH2:6])=[CH:4][CH:3]=1.[F:9][C:10]1[N:15]=[C:14](F)[CH:13]=[C:12]([F:17])[N:11]=1.C(=O)([O-])[O-].[K+].[K+]. Product: [Cl:1][C:2]1[CH:8]=[CH:7][C:5]([NH:6][C:14]2[CH:13]=[C:12]([F:17])[N:11]=[C:10]([F:9])[N:15]=2)=[CH:4][CH:3]=1. The catalyst class is: 40. (6) Reactant: Br[CH:2]1[CH2:7][CH2:6][CH2:5][CH2:4][C:3]1=[O:8].[N-:9]=[N+:10]=[N-:11].[Na+]. Product: [N:9]([CH:2]1[CH2:7][CH2:6][CH2:5][CH2:4][C:3]1=[O:8])=[N+:10]=[N-:11]. The catalyst class is: 58. (7) Reactant: [NH:1]([C:3]1[CH:8]=[N:7][CH:6]=[CH:5][N:4]=1)[NH2:2].[CH3:9][C:10]1[CH:11]=[CH:12][C:13]([C:16](=O)[CH2:17][C:18](=O)[C:19]([O:21][CH2:22][CH3:23])=[O:20])=[N:14][CH:15]=1.Cl.[OH-].[Na+]. Product: [CH3:9][C:10]1[CH:11]=[CH:12][C:13]([C:16]2[N:1]([C:3]3[CH:8]=[N:7][CH:6]=[CH:5][N:4]=3)[N:2]=[C:18]([C:19]([O:21][CH2:22][CH3:23])=[O:20])[CH:17]=2)=[N:14][CH:15]=1. The catalyst class is: 8. (8) Reactant: [NH2:1][C:2]1([CH2:8][NH:9][C:10]2[C:19]3[C:14](=[CH:15][CH:16]=[CH:17][CH:18]=3)[N:13]=[CH:12][C:11]=2[N+:20]([O-:22])=[O:21])[CH2:7][CH2:6][CH2:5][CH2:4][CH2:3]1.[OH-].[Na+].[C:25](O[C:25]([O:27][C:28]([CH3:31])([CH3:30])[CH3:29])=[O:26])([O:27][C:28]([CH3:31])([CH3:30])[CH3:29])=[O:26]. Product: [N+:20]([C:11]1[CH:12]=[N:13][C:14]2[C:19]([C:10]=1[NH:9][CH2:8][C:2]1([NH:1][C:25](=[O:26])[O:27][C:28]([CH3:31])([CH3:30])[CH3:29])[CH2:7][CH2:6][CH2:5][CH2:4][CH2:3]1)=[CH:18][CH:17]=[CH:16][CH:15]=2)([O-:22])=[O:21]. The catalyst class is: 7.